From a dataset of Kir2.1 potassium channel HTS with 301,493 compounds. Binary Classification. Given a drug SMILES string, predict its activity (active/inactive) in a high-throughput screening assay against a specified biological target. (1) The compound is Brc1ccc(C(=O)NCCC(=O)NCCc2cc(OC)c(OC)cc2)cc1. The result is 0 (inactive). (2) The molecule is S(c1n(CCc2ccccc2)c2c(n(c(=O)[nH]c2=O)C)n1)C(C)C(OCC)=O. The result is 0 (inactive). (3) The drug is Clc1cc(c(NC(=O)CN(Cc2c(OC)cccc2)C)cc1)C(F)(F)F. The result is 0 (inactive). (4) The drug is Clc1cc(NC(=O)NCCN2CCCCC2)ccc1F. The result is 0 (inactive). (5) The drug is O=C(Nc1c(cccc1)C)C1C2C1CCCC2. The result is 0 (inactive). (6) The molecule is S(=O)(=O)(/N=C(\Nc1cc(C(C)C)c(O)cc1C)C)c1ccc(cc1)C. The result is 0 (inactive). (7) The compound is S(=O)(=O)(NCCc1cc2c([nH]c1=O)cc(c(c2)C)C)C. The result is 0 (inactive). (8) The result is 0 (inactive). The compound is Clc1c(NC(=O)c2cc3c(cc2)cccc3)cc(S(=O)(=O)C)cc1. (9) The compound is S(=O)(=O)(N1CCN(CC1)C(=O)c1sccc1C)c1c(ccc(c1)C)C. The result is 0 (inactive).